Dataset: Full USPTO retrosynthesis dataset with 1.9M reactions from patents (1976-2016). Task: Predict the reactants needed to synthesize the given product. (1) Given the product [C:1]([C:5]1[NH:9][C:8]2=[C:10]([C:11]#[N:12])[C:18]([CH3:20])=[C:17]([C:21]3[CH:26]=[CH:25][CH:24]=[CH:23][CH:22]=3)[C:16](=[O:15])[N:7]2[N:6]=1)([CH3:4])([CH3:2])[CH3:3], predict the reactants needed to synthesize it. The reactants are: [C:1]([C:5]1[N:9]=[C:8]([CH2:10][C:11]#[N:12])[NH:7][N:6]=1)([CH3:4])([CH3:3])[CH3:2].C([O:15][C:16](=O)[CH:17]([C:21]1[CH:26]=[CH:25][CH:24]=[CH:23][CH:22]=1)[C:18]([CH3:20])=O)C.C([O-])(=O)C.[NH4+]. (2) Given the product [F:33][C:3]1[CH:4]=[C:5]([C:8]([N:10]2[CH2:11][CH2:12][N:13]([CH2:16][C:17]3[CH:22]=[CH:21][C:20]([C:23]([OH:32])([C:24]([F:25])([F:26])[F:27])[C:28]([F:30])([F:31])[F:29])=[CH:19][CH:18]=3)[CH2:14][CH2:15]2)=[O:9])[CH:6]=[CH:7][C:2]=1[NH:1][C:44](=[O:45])[CH2:43][C:42]([CH3:48])([CH3:47])[CH3:41], predict the reactants needed to synthesize it. The reactants are: [NH2:1][C:2]1[CH:7]=[CH:6][C:5]([C:8]([N:10]2[CH2:15][CH2:14][N:13]([CH2:16][C:17]3[CH:22]=[CH:21][C:20]([C:23]([OH:32])([C:28]([F:31])([F:30])[F:29])[C:24]([F:27])([F:26])[F:25])=[CH:19][CH:18]=3)[CH2:12][CH2:11]2)=[O:9])=[CH:4][C:3]=1[F:33].C(N(CC)CC)C.[CH3:41][C:42]([CH3:48])([CH3:47])[CH2:43][C:44](Cl)=[O:45]. (3) The reactants are: C(NC(C)C)(C)C.[Li]CCCC.CN(P(N(C)C)(N(C)C)=O)C.[S:24]1[CH:28]=[CH:27][C:26]([C:29]([OH:31])=[O:30])=[CH:25]1.CON(C)[C:35]([C:37]1[CH:42]=[CH:41][N:40]=[CH:39][CH:38]=1)=[O:36]. Given the product [C:35]([C:25]1[S:24][CH:28]=[CH:27][C:26]=1[C:29]([OH:31])=[O:30])(=[O:36])[C:37]1[CH:42]=[CH:41][N:40]=[CH:39][CH:38]=1, predict the reactants needed to synthesize it. (4) The reactants are: [F:1][C:2]([F:38])([F:37])[C:3]1[CH:4]=[C:5]([CH:30]=[C:31]([C:33]([F:36])([F:35])[F:34])[CH:32]=1)[CH2:6][N:7]([CH2:20][C:21]1[CH:22]=[CH:23][CH:24]=[C:25]2[C:29]=1[NH:28][CH2:27][CH2:26]2)[C:8]1[N:13]=[CH:12][C:11]([N:14]2[CH2:19][CH2:18][O:17][CH2:16][CH2:15]2)=[CH:10][N:9]=1.Cl[C:40]([CH2:42][CH2:43][CH2:44][CH2:45][CH2:46][C:47]([O:49][CH2:50][CH3:51])=[O:48])=[O:41].C(N(CC)CC)C.[Cl-].[NH4+]. Given the product [F:38][C:2]([F:37])([F:1])[C:3]1[CH:4]=[C:5]([CH:30]=[C:31]([C:33]([F:34])([F:35])[F:36])[CH:32]=1)[CH2:6][N:7]([CH2:20][C:21]1[CH:22]=[CH:23][CH:24]=[C:25]2[C:29]=1[N:28]([C:40](=[O:41])[CH2:42][CH2:43][CH2:44][CH2:45][CH2:46][C:47]([O:49][CH2:50][CH3:51])=[O:48])[CH2:27][CH2:26]2)[C:8]1[N:13]=[CH:12][C:11]([N:14]2[CH2:15][CH2:16][O:17][CH2:18][CH2:19]2)=[CH:10][N:9]=1, predict the reactants needed to synthesize it. (5) Given the product [CH3:1][O:2][C:3](=[O:27])[CH2:4][CH2:5][N:6]1[C:10]2[CH:11]=[CH:12][CH:13]=[CH:14][C:9]=2[N:8]([CH2:15][C:16]2[CH:24]=[C:23]([Cl:25])[CH:22]=[C:21]3[C:17]=2[CH2:18][C:19](=[O:32])[NH:20]3)[C:7]1=[O:26], predict the reactants needed to synthesize it. The reactants are: [CH3:1][O:2][C:3](=[O:27])[CH2:4][CH2:5][N:6]1[C:10]2[CH:11]=[CH:12][CH:13]=[CH:14][C:9]=2[N:8]([CH2:15][C:16]2[CH:24]=[C:23]([Cl:25])[CH:22]=[C:21]3[C:17]=2[CH:18]=[CH:19][NH:20]3)[C:7]1=[O:26].C([OH:32])(C)(C)C. (6) Given the product [C:16]([O:20][C:21](=[O:24])[CH2:22][N:23]=[C:12]1[C:11]2[CH:10]=[CH:9][CH:8]=[CH:7][C:6]=2[C:5]2[C:13]1=[CH:1][CH:2]=[CH:3][CH:4]=2)([CH3:19])([CH3:18])[CH3:17], predict the reactants needed to synthesize it. The reactants are: [C:1]1(=N)[C:13]2[C:5]([C:6]3[C:11]([CH:12]=2)=[CH:10][CH:9]=[CH:8][CH:7]=3)=[CH:4][CH:3]=[CH:2]1.Cl.[C:16]([O:20][C:21](=[O:24])[CH2:22][NH2:23])([CH3:19])([CH3:18])[CH3:17].C(Cl)Cl. (7) The reactants are: [NH2:1][CH:2]1[CH2:6][CH2:5][N:4]([CH:7]([C:14]2[CH:19]=[CH:18][CH:17]=[CH:16][CH:15]=2)[C:8]2[CH:13]=[CH:12][CH:11]=[CH:10][CH:9]=2)[C:3]1=[O:20].Br[CH2:22][C:23]([N:25]([C:32]1[CH:37]=[CH:36][CH:35]=[CH:34][CH:33]=1)[C:26]1[CH:31]=[CH:30][CH:29]=[CH:28][CH:27]=1)=[O:24].[H-].[Na+]. Given the product [CH:7]([N:4]1[CH2:5][CH2:6][CH:2]([NH:1][CH2:22][C:23]([N:25]([C:32]2[CH:37]=[CH:36][CH:35]=[CH:34][CH:33]=2)[C:26]2[CH:31]=[CH:30][CH:29]=[CH:28][CH:27]=2)=[O:24])[C:3]1=[O:20])([C:8]1[CH:13]=[CH:12][CH:11]=[CH:10][CH:9]=1)[C:14]1[CH:19]=[CH:18][CH:17]=[CH:16][CH:15]=1, predict the reactants needed to synthesize it. (8) Given the product [Br:24][C:15]1[C:16](=[O:18])[CH2:17][C:3]2([CH2:1][CH3:2])[CH2:12][CH2:11][C:10]3[C:5](=[CH:6][CH:7]=[C:8]([O:13][CH3:14])[CH:9]=3)[C:4]=12, predict the reactants needed to synthesize it. The reactants are: [CH2:1]([C:3]12[CH2:17][C:16](=[O:18])[CH:15]=[C:4]1[C:5]1[C:10]([CH2:11][CH2:12]2)=[CH:9][C:8]([O:13][CH3:14])=[CH:7][CH:6]=1)[CH3:2].C([O-])(O)=O.[Na+].[Br:24]Br. (9) The reactants are: [CH2:1]([N:3]([CH:13]1[CH2:18][CH2:17][O:16][CH2:15][CH2:14]1)[C:4]1[S:8][CH:7]=[C:6]([C:9]([OH:11])=O)[C:5]=1[CH3:12])[CH3:2].C1C=NC2N(O)N=NC=2C=1.C(Cl)CCl.Cl.[NH2:34][CH2:35][C:36]1[C:37](=[O:45])[N:38]([CH3:44])[C:39]([CH3:43])=[CH:40][C:41]=1[CH3:42].CN1CCOCC1.[NH4+].[OH-]. Given the product [CH2:1]([N:3]([CH:13]1[CH2:18][CH2:17][O:16][CH2:15][CH2:14]1)[C:4]1[S:8][CH:7]=[C:6]([C:9]([NH:34][CH2:35][C:36]2[C:37](=[O:45])[N:38]([CH3:44])[C:39]([CH3:43])=[CH:40][C:41]=2[CH3:42])=[O:11])[C:5]=1[CH3:12])[CH3:2], predict the reactants needed to synthesize it. (10) Given the product [Cl:1][C:2]1[CH:10]=[C:9]2[C:5]([C:6]([S:12][C:13]3[CH:18]=[CH:17][CH:16]=[CH:15][C:14]=3[CH2:19][C:20]([OH:22])=[O:21])=[C:7]([CH3:11])[N:8]2[CH3:24])=[CH:4][CH:3]=1, predict the reactants needed to synthesize it. The reactants are: [Cl:1][C:2]1[CH:10]=[C:9]2[C:5]([C:6]([S:12][C:13]3[CH:18]=[CH:17][CH:16]=[CH:15][C:14]=3[CH2:19][C:20]([OH:22])=[O:21])=[C:7]([CH3:11])[NH:8]2)=[CH:4][CH:3]=1.I[CH3:24].